The task is: Predict the reactants needed to synthesize the given product.. This data is from Full USPTO retrosynthesis dataset with 1.9M reactions from patents (1976-2016). (1) Given the product [C:2]1([NH2+:1][CH2:10][CH2:9][CH2:8][S:12]([O-:14])(=[O:13])=[O:11])[CH:7]=[CH:6][CH:5]=[CH:4][CH:3]=1, predict the reactants needed to synthesize it. The reactants are: [NH2:1][C:2]1[CH:7]=[CH:6][CH:5]=[CH:4][CH:3]=1.[CH2:8]1[S:12](=[O:14])(=[O:13])[O:11][CH2:10][CH2:9]1. (2) Given the product [CH3:1][O:2][C:3]1[N:8]=[C:7]2[C:9]([C:13]3[N:23]([S:24]([C:27]4[CH:32]=[CH:31][C:30]([CH3:33])=[CH:29][CH:28]=4)(=[O:26])=[O:25])[C:16]4=[N:17][CH:18]=[CH:19][C:20]([CH2:21][NH:47][CH2:46][C:45]5[CH:44]=[CH:43][C:42]([N:39]6[CH2:40][CH2:41][O:36][CH2:37][CH2:38]6)=[CH:49][CH:48]=5)=[C:15]4[CH:14]=3)=[CH:10][N:11]([CH3:12])[C:6]2=[CH:5][C:4]=1[O:34][CH3:35], predict the reactants needed to synthesize it. The reactants are: [CH3:1][O:2][C:3]1[N:8]=[C:7]2[C:9]([C:13]3[N:23]([S:24]([C:27]4[CH:32]=[CH:31][C:30]([CH3:33])=[CH:29][CH:28]=4)(=[O:26])=[O:25])[C:16]4[N:17]=[CH:18][CH:19]=[C:20]([CH:21]=O)[C:15]=4[CH:14]=3)=[CH:10][N:11]([CH3:12])[C:6]2=[CH:5][C:4]=1[O:34][CH3:35].[O:36]1[CH2:41][CH2:40][N:39]([C:42]2[CH:49]=[CH:48][C:45]([CH2:46][NH2:47])=[CH:44][CH:43]=2)[CH2:38][CH2:37]1. (3) Given the product [Cl:1][C:2]1[CH:3]=[CH:4][C:5]([C:8]23[NH:27][CH2:24][CH2:25][N:26]2[C:20](=[O:22])[C:11]2[N:10]([CH:14]=[C:13]([C:15]([N:16]([CH3:17])[CH3:18])=[O:19])[CH:12]=2)[CH2:9]3)=[CH:6][CH:7]=1, predict the reactants needed to synthesize it. The reactants are: [Cl:1][C:2]1[CH:7]=[CH:6][C:5]([C:8](=O)[CH2:9][N:10]2[CH:14]=[C:13]([C:15](=[O:19])[N:16]([CH3:18])[CH3:17])[CH:12]=[C:11]2[C:20]([OH:22])=O)=[CH:4][CH:3]=1.[CH2:24]([NH2:27])[CH2:25][NH2:26]. (4) Given the product [CH3:54][N:55]([CH3:59])[CH2:56][CH2:57][NH:58][C:22]([C:19]1[CH:20]=[CH:21][C:4]2[O:3][C:2](=[O:1])[N:6]([CH2:7][C:8]3[CH:17]=[CH:16][C:11]4[NH:12][C:13](=[O:15])[NH:14][C:10]=4[CH:9]=3)[C:5]=2[CH:18]=1)=[O:24], predict the reactants needed to synthesize it. The reactants are: [O:1]=[C:2]1[N:6]([CH2:7][C:8]2[CH:17]=[CH:16][C:11]3[NH:12][C:13](=[O:15])[NH:14][C:10]=3[CH:9]=2)[C:5]2[CH:18]=[C:19]([C:22]([OH:24])=O)[CH:20]=[CH:21][C:4]=2[O:3]1.CCN=C=NCCCN(C)C.Cl.C1C=CC2N(O)N=NC=2C=1.CN1CCOCC1.[CH3:54][N:55]([CH3:59])[CH2:56][CH2:57][NH2:58]. (5) The reactants are: [Cl:1][C:2]1[N:7]=[C:6]([OH:8])[CH:5]=[CH:4][CH:3]=1.Br[CH:10]1[CH2:13][CH2:12][CH2:11]1.C([O-])([O-])=O.[K+].[K+]. Given the product [Cl:1][C:2]1[CH:3]=[CH:4][CH:5]=[C:6]([O:8][CH:10]2[CH2:13][CH2:12][CH2:11]2)[N:7]=1, predict the reactants needed to synthesize it. (6) Given the product [C:26]([NH:25][C:21]1[CH:20]=[C:19]([C:8]2[S:7][C:6]([NH:5][C:1](=[O:3])[CH3:2])=[N:10][C:9]=2[C:11]2[CH:16]=[C:15]([CH3:17])[CH:14]=[C:13]([CH3:18])[CH:12]=2)[CH:24]=[CH:23][N:22]=1)(=[O:33])[C:27]1[CH:32]=[CH:31][CH:30]=[CH:29][CH:28]=1, predict the reactants needed to synthesize it. The reactants are: [C:1](Cl)(=[O:3])[CH3:2].[NH2:5][C:6]1[S:7][C:8]([C:19]2[CH:24]=[CH:23][N:22]=[C:21]([NH:25][C:26](=[O:33])[C:27]3[CH:32]=[CH:31][CH:30]=[CH:29][CH:28]=3)[CH:20]=2)=[C:9]([C:11]2[CH:16]=[C:15]([CH3:17])[CH:14]=[C:13]([CH3:18])[CH:12]=2)[N:10]=1.C(=O)([O-])O.[Na+]. (7) Given the product [Cl:1][C:2]1[S:6][C:5]([C:7]([NH:9][C:10]2[CH:18]=[CH:17][CH:16]=[C:15]3[C:11]=2[C:12](=[O:26])[N:13]([CH:20]2[CH2:25][CH2:24][N:23]([CH2:28][C:29]#[N:30])[CH2:22][CH2:21]2)[C:14]3=[O:19])=[O:8])=[CH:4][CH:3]=1, predict the reactants needed to synthesize it. The reactants are: [Cl:1][C:2]1[S:6][C:5]([C:7]([NH:9][C:10]2[CH:18]=[CH:17][CH:16]=[C:15]3[C:11]=2[C:12](=[O:26])[N:13]([CH:20]2[CH2:25][CH2:24][NH:23][CH2:22][CH2:21]2)[C:14]3=[O:19])=[O:8])=[CH:4][CH:3]=1.Br[CH2:28][C:29]#[N:30].C(N(CC)CC)C.